This data is from Forward reaction prediction with 1.9M reactions from USPTO patents (1976-2016). The task is: Predict the product of the given reaction. (1) The product is: [C:1]([O:5][C:6](=[O:17])[NH:7][C:8]1[CH:13]=[C:12]([CH3:14])[C:11]([Cl:15])=[CH:10][C:9]=1[NH:16][C:23](=[O:22])[CH2:24][C:25]([C:27]1[CH:32]=[CH:31][CH:30]=[C:29]([C:33]2[CH:38]=[CH:37][N:36]=[C:35]([CH3:39])[CH:34]=2)[CH:28]=1)=[O:26])([CH3:4])([CH3:2])[CH3:3]. Given the reactants [C:1]([O:5][C:6](=[O:17])[NH:7][C:8]1[CH:13]=[C:12]([CH3:14])[C:11]([Cl:15])=[CH:10][C:9]=1[NH2:16])([CH3:4])([CH3:3])[CH3:2].C([O:22][C:23](=O)[CH2:24][C:25]([C:27]1[CH:32]=[CH:31][CH:30]=[C:29]([C:33]2[CH:38]=[CH:37][N:36]=[C:35]([CH3:39])[CH:34]=2)[CH:28]=1)=[O:26])(C)(C)C, predict the reaction product. (2) The product is: [CH3:35][C:28]1[CH:29]=[C:30]([C:31]([F:33])([F:32])[F:34])[N:25]2[N:24]=[CH:23][C:22]([C:20]3[N:21]=[C:13]([CH2:12][N:5]4[C:6]5[CH2:11][CH2:10][NH:9][CH2:8][C:7]=5[C:3]([C:2]([F:1])([F:17])[F:16])=[N:4]4)[O:15][N:19]=3)=[C:26]2[N:27]=1. Given the reactants [F:1][C:2]([F:17])([F:16])[C:3]1[C:7]2[CH2:8][NH:9][CH2:10][CH2:11][C:6]=2[N:5]([CH2:12][C:13]([OH:15])=O)[N:4]=1.O[N:19]=[C:20]([C:22]1[CH:23]=[N:24][N:25]2[C:30]([C:31]([F:34])([F:33])[F:32])=[CH:29][C:28]([CH3:35])=[N:27][C:26]=12)[NH2:21], predict the reaction product. (3) Given the reactants [OH:1][C:2]1[CH:24]=[CH:23][C:5]2[C:6](=[O:22])/[C:7](=[CH:9]/[C:10]3[C:18]4[C:13](=[C:14]([N+:19]([O-:21])=[O:20])[CH:15]=[CH:16][CH:17]=4)[NH:12][CH:11]=3)/[O:8][C:4]=2[C:3]=1[CH2:25][N:26]1[CH2:31][CH2:30][N:29](C(OC(C)(C)C)=O)[CH2:28][CH2:27]1.[ClH:39], predict the reaction product. The product is: [ClH:39].[ClH:39].[OH:1][C:2]1[CH:24]=[CH:23][C:5]2[C:6](=[O:22])/[C:7](=[CH:9]/[C:10]3[C:18]4[C:13](=[C:14]([N+:19]([O-:21])=[O:20])[CH:15]=[CH:16][CH:17]=4)[NH:12][CH:11]=3)/[O:8][C:4]=2[C:3]=1[CH2:25][N:26]1[CH2:31][CH2:30][NH:29][CH2:28][CH2:27]1. (4) Given the reactants C([O-])(=O)C.[K+].[Br:6][C:7]1[CH:8]=[C:9]2[C:14]3=[C:15]([CH2:17][CH2:18][N:13]3[C:12](=[O:19])[CH2:11][CH:10]2[C:20]2[CH:25]=[CH:24][CH:23]=[C:22]([Cl:26])[CH:21]=2)[CH:16]=1.OS([O-])=O.[Na+], predict the reaction product. The product is: [Br:6][C:7]1[CH:8]=[C:9]2[C:14]3=[C:15]([CH2:17][CH2:18][N:13]3[C:12](=[O:19])[CH:11]=[C:10]2[C:20]2[CH:25]=[CH:24][CH:23]=[C:22]([Cl:26])[CH:21]=2)[CH:16]=1. (5) Given the reactants [F:1][C:2]([F:13])([F:12])[C:3]1[CH:11]=[CH:10][C:6](C(O)=O)=[CH:5][N:4]=1.C1(P([N:28]=[N+:29]=[N-])(C2C=CC=CC=2)=O)C=CC=CC=1.C([N:33]([CH2:36]C)CC)C.[OH2:38], predict the reaction product. The product is: [F:13][C:2]([F:1])([F:12])[C:3]1[CH:11]=[C:10]([C:36]([N:33]=[N+:28]=[N-:29])=[O:38])[CH:6]=[CH:5][N:4]=1. (6) Given the reactants [CH2:1]([NH:8][C:9]1[N:14]=[C:13]([NH:15][C:16]([C:18]2[CH:22]=[C:21]([C:23]3[CH:28]=[CH:27][C:26]([F:29])=[CH:25][CH:24]=3)[N:20](C3CCCCO3)[N:19]=2)=O)[CH:12]=[CH:11][CH:10]=1)[C:2]1[CH:7]=[CH:6][CH:5]=[CH:4][CH:3]=1.CO.Cl, predict the reaction product. The product is: [CH2:1]([NH:8][C:9]1[CH:10]=[CH:11][CH:12]=[C:13]([NH:15][CH2:16][C:18]2[CH:22]=[C:21]([C:23]3[CH:24]=[CH:25][C:26]([F:29])=[CH:27][CH:28]=3)[NH:20][N:19]=2)[N:14]=1)[C:2]1[CH:7]=[CH:6][CH:5]=[CH:4][CH:3]=1.